From a dataset of Catalyst prediction with 721,799 reactions and 888 catalyst types from USPTO. Predict which catalyst facilitates the given reaction. (1) Reactant: C[O:2][C:3]([C:5]1[S:9][CH:8]=[N:7][C:6]=1[N:10]1[C:14](=[O:15])[NH:13][C:12]([CH:16]([NH:30][C:31]2[CH:36]=[CH:35][C:34]([C:37]#[N:38])=[C:33]([CH2:39][NH:40]C(OC(C)(C)C)=O)[CH:32]=2)[C:17]2[C:18]([F:29])=[C:19]3[C:24](=[C:25]([O:27][CH3:28])[CH:26]=2)[O:23][CH2:22][CH2:21][CH2:20]3)=[N:11]1)=[O:4].CO.[OH-].[Na+]. Product: [F:29][C:18]1[C:17]([CH:16]([NH:30][C:31]2[CH:32]=[C:33]3[C:34](=[CH:35][CH:36]=2)[C:37](=[NH:38])[NH:40][CH2:39]3)[C:12]2[NH:13][C:14](=[O:15])[N:10]([C:6]3[N:7]=[CH:8][S:9][C:5]=3[C:3]([OH:2])=[O:4])[N:11]=2)=[CH:26][C:25]([O:27][CH3:28])=[C:24]2[C:19]=1[CH2:20][CH2:21][CH2:22][O:23]2. The catalyst class is: 15. (2) The catalyst class is: 183. Product: [NH2:1][C:4]1[CH:9]=[CH:8][C:7]([C:10]2[CH:11]=[CH:12][C:13]([C:16]([F:17])([F:18])[F:19])=[CH:14][CH:15]=2)=[CH:6][C:5]=1[S:20][CH2:21][CH2:22][C:23]([O:25][CH3:26])=[O:24]. Reactant: [N+:1]([C:4]1[CH:9]=[CH:8][C:7]([C:10]2[CH:15]=[CH:14][C:13]([C:16]([F:19])([F:18])[F:17])=[CH:12][CH:11]=2)=[CH:6][C:5]=1[S:20][CH2:21][CH2:22][C:23]([O:25][CH3:26])=[O:24])([O-])=O.